This data is from Reaction yield outcomes from USPTO patents with 853,638 reactions. The task is: Predict the reaction yield, written as a fraction of the theoretical maximum amount of product (1.0 means a 100% yield; for example, 0.34 means a 34% yield). (1) The reactants are [CH3:1][C:2]1[O:6][N:5]=[C:4]([C:7]2[CH:12]=[CH:11][CH:10]=[CH:9][CH:8]=2)[C:3]=1[CH2:13][O:14][C:15]1[CH:23]=[CH:22][C:18]([C:19]([OH:21])=O)=[CH:17][N:16]=1.[NH2:24][CH:25]1[CH2:28][N:27]([C:29]([O:31][C:32]([CH3:35])([CH3:34])[CH3:33])=[O:30])[CH2:26]1. No catalyst specified. The product is [C:32]([O:31][C:29]([N:27]1[CH2:28][CH:25]([NH:24][C:19]([C:18]2[CH:17]=[N:16][C:15]([O:14][CH2:13][C:3]3[C:4]([C:7]4[CH:8]=[CH:9][CH:10]=[CH:11][CH:12]=4)=[N:5][O:6][C:2]=3[CH3:1])=[CH:23][CH:22]=2)=[O:21])[CH2:26]1)=[O:30])([CH3:35])([CH3:33])[CH3:34]. The yield is 0.860. (2) The reactants are [C:1]([O-:12])(=O)[CH2:2][CH2:3][CH2:4][CH2:5][CH2:6][CH2:7][CH2:8][CH2:9][CH3:10].C([P+](CCCCCC)(CCCCCC)CCCCCCCCCCCCCC)CCCCC.C1([Mg][Br:53])C=CC=CC=1.BrBr.CN(C=O)C. The catalyst is C1COCC1. The product is [Br:53][C:10]1[CH:9]=[CH:8][CH:7]=[CH:6][CH:5]=1.[CH:1](=[O:12])[C:2]1[CH:3]=[CH:4][CH:5]=[CH:6][CH:7]=1. The yield is 0.980. (3) The reactants are [CH:1]12[N:7]([C:8]3[CH:9]=[CH:10][C:11]([N+:16]([O-])=O)=[C:12]([CH:15]=3)[C:13]#[N:14])[CH:4]([CH2:5][CH2:6]1)[CH2:3][CH2:2]2. The catalyst is [Pd]. The product is [NH2:16][C:11]1[CH:10]=[CH:9][C:8]([N:7]2[CH:1]3[CH2:6][CH2:5][CH:4]2[CH2:3][CH2:2]3)=[CH:15][C:12]=1[C:13]#[N:14]. The yield is 0.950. (4) The reactants are [O:1]1[C:10]2[C:5](=[CH:6][CH:7]=[CH:8][CH:9]=2)[C:4](=[O:11])[CH:3]=[CH:2]1.CCN(C(C)C)C(C)C. The catalyst is C1(C)C=CC=CC=1. The product is [O:1]1[C:10]2[C:5](=[CH:6][CH:7]=[CH:8][CH:9]=2)[C:4](=[O:11])[CH2:3][CH2:2]1. The yield is 0.660. (5) The reactants are [N:1]([C@@H:4]1[CH2:8][N:7]([C:9]2[N:13]3[C:14]4[CH:20]=[CH:19][NH:18][C:15]=4[N:16]=[CH:17][C:12]3=[CH:11][N:10]=2)[C@H:6]([CH2:21][CH3:22])[CH2:5]1)=[N+]=[N-].[F:23][C:24]([F:32])([F:31])[CH2:25][CH2:26][S:27](Cl)(=[O:29])=[O:28]. The catalyst is CCO.[OH-].[OH-].[Pd+2]. The product is [CH2:21]([C@H:6]1[N:7]([C:9]2[N:13]3[C:14]4[CH:20]=[CH:19][NH:18][C:15]=4[N:16]=[CH:17][C:12]3=[CH:11][N:10]=2)[CH2:8][C@@H:4]([NH:1][S:27]([CH2:26][CH2:25][C:24]([F:32])([F:31])[F:23])(=[O:29])=[O:28])[CH2:5]1)[CH3:22]. The yield is 0.160. (6) The reactants are [CH2:1]([O:3][C:4]1[CH:9]=[CH:8][C:7]([S:10]([N:13]2[CH2:18][CH2:17][N:16]([CH2:19][CH3:20])[CH2:15][CH2:14]2)(=[O:12])=[O:11])=[CH:6][C:5]=1[C:21]1[NH:26][C:25](=[O:27])[C:24]([CH:28]([NH:30][C:31](=O)[CH2:32][CH2:33][CH3:34])[CH3:29])=[N:23][N:22]=1)[CH3:2].O=P(Cl)(Cl)Cl. No catalyst specified. The product is [CH2:1]([O:3][C:4]1[CH:9]=[CH:8][C:7]([S:10]([N:13]2[CH2:18][CH2:17][N:16]([CH2:19][CH3:20])[CH2:15][CH2:14]2)(=[O:11])=[O:12])=[CH:6][C:5]=1[C:21]1[NH:22][N:23]2[C:31]([CH2:32][CH2:33][CH3:34])=[N:30][C:28]([CH3:29])=[C:24]2[C:25](=[O:27])[N:26]=1)[CH3:2]. The yield is 0.650.